From a dataset of Forward reaction prediction with 1.9M reactions from USPTO patents (1976-2016). Predict the product of the given reaction. (1) Given the reactants [CH2:1]([O:3][C:4](=[O:16])[C:5]([C:14]#[N:15])=[CH:6][C:7]1[CH:12]=[CH:11][C:10]([Br:13])=[CH:9][CH:8]=1)[CH3:2].[Cl:17][C:18]1[CH:23]=[CH:22][C:21]([Mg]Br)=[CH:20][C:19]=1[F:26].Cl, predict the reaction product. The product is: [CH2:1]([O:3][C:4](=[O:16])[CH:5]([C:14]#[N:15])[CH:6]([C:7]1[CH:8]=[CH:9][C:10]([Br:13])=[CH:11][CH:12]=1)[C:21]1[CH:22]=[CH:23][C:18]([Cl:17])=[C:19]([F:26])[CH:20]=1)[CH3:2]. (2) Given the reactants [CH3:1][O:2][C:3]1[CH:4]=[C:5]2[C:10](=[CH:11][C:12]=1[O:13][CH3:14])[N:9]=[CH:8][CH:7]=[C:6]2[O:15][C:16]1[CH:22]=[CH:21][C:19]([NH2:20])=[C:18]([CH3:23])[C:17]=1[CH3:24].Cl[C:26](Cl)([O:28]C(=O)OC(Cl)(Cl)Cl)Cl.[CH3:37][CH2:38][CH2:39][CH:40]([OH:44])[CH2:41][CH2:42][CH3:43].C(=O)(O)[O-].[Na+], predict the reaction product. The product is: [CH3:1][O:2][C:3]1[CH:4]=[C:5]2[C:10](=[CH:11][C:12]=1[O:13][CH3:14])[N:9]=[CH:8][CH:7]=[C:6]2[O:15][C:16]1[CH:22]=[CH:21][C:19]([NH:20][C:26](=[O:28])[O:44][CH:40]([CH2:41][CH2:42][CH3:43])[CH2:39][CH2:38][CH3:37])=[C:18]([CH3:23])[C:17]=1[CH3:24].